From a dataset of Reaction yield outcomes from USPTO patents with 853,638 reactions. Predict the reaction yield, written as a fraction of the theoretical maximum amount of product (1.0 means a 100% yield; for example, 0.34 means a 34% yield). (1) The reactants are [CH3:1][O:2][C:3](=[O:31])[CH2:4][CH2:5][C:6]1[CH:11]=[CH:10][C:9]([O:12][CH:13]([C:15]2[O:19][C:18]([C:20]3[CH:25]=[CH:24][C:23](Br)=[CH:22][CH:21]=3)=[N:17][C:16]=2[CH:27]([CH3:29])[CH3:28])[CH3:14])=[CH:8][C:7]=1[CH3:30].[B:32]1([B:32]2[O:36][C:35]([CH3:38])([CH3:37])[C:34]([CH3:40])([CH3:39])[O:33]2)[O:36][C:35]([CH3:38])([CH3:37])[C:34]([CH3:40])([CH3:39])[O:33]1.CC([O-])=O.[K+]. The catalyst is CS(C)=O. The product is [CH3:1][O:2][C:3](=[O:31])[CH2:4][CH2:5][C:6]1[CH:11]=[CH:10][C:9]([O:12][CH:13]([C:15]2[O:19][C:18]([C:20]3[CH:25]=[CH:24][C:23]([B:32]4[O:36][C:35]([CH3:38])([CH3:37])[C:34]([CH3:40])([CH3:39])[O:33]4)=[CH:22][CH:21]=3)=[N:17][C:16]=2[CH:27]([CH3:29])[CH3:28])[CH3:14])=[CH:8][C:7]=1[CH3:30]. The yield is 0.610. (2) The reactants are [C:1]([O:5][C:6]([NH:8][CH:9]1[CH2:13][CH:12]([C:14](O)=[O:15])[CH:11]=[CH:10]1)=[O:7])([CH3:4])([CH3:3])[CH3:2].B.C1COCC1. The catalyst is C1COCC1. The product is [C:1]([O:5][C:6](=[O:7])[NH:8][C@H:9]1[CH2:13][C@@H:12]([CH2:14][OH:15])[CH:11]=[CH:10]1)([CH3:4])([CH3:2])[CH3:3]. The yield is 0.690. (3) The yield is 0.440. The catalyst is N1C=CC=CC=1. The reactants are C(OC(=O)C)(=O)C.[Br:8][C@@:9]1([O:23][C@H:22]([CH2:24][O:25][C:26](=[O:28])[CH3:27])[C@@H:21]([F:29])[C@H:16]([O:17][C:18](=[O:20])[CH3:19])[C@H:11]1[O:12][C:13](=[O:15])[CH3:14])[OH:10]. The product is [Br:8][C@@:9]1([O:23][C@H:22]([CH2:24][O:25][C:26](=[O:28])[CH3:27])[C@H:21]([F:29])[C@H:16]([O:17][C:18](=[O:20])[CH3:19])[C@H:11]1[O:12][C:13](=[O:15])[CH3:14])[OH:10]. (4) The reactants are [OH:1][C:2]1[CH:11]=[C:10]2[C:5]([CH2:6][CH2:7][CH2:8][C:9]2=[O:12])=[CH:4][CH:3]=1.C([O-])([O-])=O.[K+].[K+].[CH2:19]([O:21][C:22](=[O:27])[CH2:23][CH2:24][CH2:25]Br)[CH3:20]. The catalyst is CN(C=O)C. The product is [CH2:19]([O:21][C:22]([CH2:23][CH2:24][CH2:25][O:1][C:2]1[CH:11]=[C:10]2[C:5]([CH2:6][CH2:7][CH2:8][C:9]2=[O:12])=[CH:4][CH:3]=1)=[O:27])[CH3:20]. The yield is 0.800. (5) The reactants are [Cl:1][C:2]1[CH:3]=[C:4]([CH:10]=[CH:11][C:12]=1[Cl:13])[CH:5]=[CH:6][C:7]([OH:9])=O.C(Cl)(=O)C(Cl)=O.[CH3:20][N:21]([CH3:37])[CH:22]1[CH2:26][CH2:25][N:24]([C:27]2[S:28][C:29]3[CH:35]=[C:34]([NH2:36])[CH:33]=[CH:32][C:30]=3[N:31]=2)[CH2:23]1. The catalyst is CN(C=O)C.C(Cl)Cl. The product is [Cl:1][C:2]1[CH:3]=[C:4]([CH:5]=[CH:6][C:7]([NH:36][C:34]2[CH:33]=[CH:32][C:30]3[N:31]=[C:27]([N:24]4[CH2:25][CH2:26][CH:22]([N:21]([CH3:37])[CH3:20])[CH2:23]4)[S:28][C:29]=3[CH:35]=2)=[O:9])[CH:10]=[CH:11][C:12]=1[Cl:13]. The yield is 0.320. (6) The reactants are [OH:1][C@@H:2]([C@H:4]1[C:10](=[O:11])[N:9]2[C@@H:5]1[C@@H:6]([CH3:53])[C:7]([S:25][C@@H:26]1[CH2:30][CH2:29][O:28][C@@H:27]1[CH2:31][NH:32][C:33](=[O:52])[C@@H:34]([NH:38]C(OCC1C=CC([N+]([O-])=O)=CC=1)=O)[CH:35]([CH3:37])[CH3:36])=[C:8]2[C:12]([O:14]CC1C=CC([N+]([O-])=O)=CC=1)=[O:13])[CH3:3].O. The catalyst is C(OCC)(=O)C.[Pd]. The product is [NH2:38][C@@H:34]([CH:35]([CH3:37])[CH3:36])[C:33]([NH:32][CH2:31][C@@H:27]1[C@H:26]([S:25][C:7]2[C@H:6]([CH3:53])[C@H:5]3[N:9]([C:10](=[O:11])[C@@H:4]3[C@H:2]([OH:1])[CH3:3])[C:8]=2[C:12]([OH:14])=[O:13])[CH2:30][CH2:29][O:28]1)=[O:52]. The yield is 0.780.